This data is from Catalyst prediction with 721,799 reactions and 888 catalyst types from USPTO. The task is: Predict which catalyst facilitates the given reaction. Reactant: [Si:1]([O:8][CH2:9][C:10]1[N:11]=[CH:12][S:13][C:14]=1[C:15]([F:18])([F:17])[F:16])([C:4]([CH3:7])([CH3:6])[CH3:5])([CH3:3])[CH3:2].C([Li])CCC.[O:24]1[CH2:29][CH2:28][C:27](=[O:30])[CH2:26][CH2:25]1. Product: [Si:1]([O:8][CH2:9][C:10]1[N:11]=[C:12]([C:27]2([OH:30])[CH2:28][CH2:29][O:24][CH2:25][CH2:26]2)[S:13][C:14]=1[C:15]([F:16])([F:17])[F:18])([C:4]([CH3:7])([CH3:5])[CH3:6])([CH3:3])[CH3:2]. The catalyst class is: 1.